Dataset: Catalyst prediction with 721,799 reactions and 888 catalyst types from USPTO. Task: Predict which catalyst facilitates the given reaction. (1) Product: [NH2:1][C:2]1[O:6][N:5]=[C:4]([C:7]2[CH:12]=[CH:11][CH:10]=[CH:9][C:8]=2[O:13][C:14]([F:15])([F:16])[F:17])[C:3]=1[C:18]([N:43]1[CH2:42][CH2:41][N:40]([C:37]2[CH:36]=[CH:35][C:34]([F:33])=[CH:39][CH:38]=2)[CH2:45][CH2:44]1)=[O:20]. Reactant: [NH2:1][C:2]1[O:6][N:5]=[C:4]([C:7]2[CH:12]=[CH:11][CH:10]=[CH:9][C:8]=2[O:13][C:14]([F:17])([F:16])[F:15])[C:3]=1[C:18]([OH:20])=O.Cl.C(N=C=NCCCN(C)C)C.[F:33][C:34]1[CH:39]=[CH:38][C:37]([N:40]2[CH2:45][CH2:44][NH:43][CH2:42][CH2:41]2)=[CH:36][CH:35]=1. The catalyst class is: 4. (2) Reactant: [Si:1]([O:8][C@@H:9]([C@H:16]1[CH2:20][O:19][C:18]([CH3:22])([CH3:21])[N:17]1[C:23]([O:25][C:26]([CH3:29])([CH3:28])[CH3:27])=[O:24])[C@@H:10]([CH:13]1[CH2:15][CH2:14]1)[CH2:11]O)([C:4]([CH3:7])([CH3:6])[CH3:5])([CH3:3])[CH3:2].C1C=CC(P(C2C=CC=CC=2)C2C=CC=CC=2)=CC=1.N(C(OC(C)C)=O)=NC(OC(C)C)=O.N#N.C1C=CC(OP(OC2C=CC=CC=2)([N:74]=[N+:75]=[N-:76])=O)=CC=1. Product: [N:74]([CH2:11][C@H:10]([CH:13]1[CH2:15][CH2:14]1)[C@H:9]([C@H:16]1[CH2:20][O:19][C:18]([CH3:22])([CH3:21])[N:17]1[C:23]([O:25][C:26]([CH3:29])([CH3:28])[CH3:27])=[O:24])[O:8][Si:1]([C:4]([CH3:7])([CH3:6])[CH3:5])([CH3:3])[CH3:2])=[N+:75]=[N-:76]. The catalyst class is: 1. (3) Reactant: Br[C:2]1[CH:3]=[C:4]([C:9]2[N:10]=[C:11]([CH:21]([CH3:23])[CH3:22])[NH:12][C:13]=2[C:14]2[CH:19]=[CH:18][CH:17]=[C:16]([CH3:20])[N:15]=2)[CH:5]=[CH:6][C:7]=1[F:8].[CH3:24][N:25]1[CH2:30][CH2:29][N:28]([NH:31][C:32]([NH:34][C:35]2[CH:40]=[CH:39][C:38](B3OC(C)(C)C(C)(C)O3)=[CH:37][CH:36]=2)=[O:33])[CH2:27][CH2:26]1.O.C(=O)([O-])[O-].[Na+].[Na+]. Product: [F:8][C:7]1[CH:6]=[CH:5][C:4]([C:9]2[N:10]=[C:11]([CH:21]([CH3:23])[CH3:22])[NH:12][C:13]=2[C:14]2[CH:19]=[CH:18][CH:17]=[C:16]([CH3:20])[N:15]=2)=[CH:3][C:2]=1[C:38]1[CH:39]=[CH:40][C:35]([NH:34][C:32]([NH:31][N:28]2[CH2:29][CH2:30][N:25]([CH3:24])[CH2:26][CH2:27]2)=[O:33])=[CH:36][CH:37]=1. The catalyst class is: 837. (4) Reactant: [Br:1][C:2]1[CH:7]=[C:6]([N+:8]([O-])=O)[C:5]([O:11][CH3:12])=[CH:4][C:3]=1[F:13].[Cl-].[NH4+]. Product: [Br:1][C:2]1[C:3]([F:13])=[CH:4][C:5]([O:11][CH3:12])=[C:6]([CH:7]=1)[NH2:8]. The catalyst class is: 490. (5) The catalyst class is: 10. Product: [CH3:1][N:2]([CH2:3][CH2:4][N:5]1[C:11]2[CH:12]=[CH:13][CH:14]=[CH:15][C:10]=2[CH2:9][O:8][C:7]2[CH:16]=[CH:17][CH:18]=[CH:19][C:6]1=2)[CH2:25][CH2:26][C:27]1[CH:32]=[CH:31][CH:30]=[C:29]([N:33]2[CH2:37][CH2:36][CH2:35][CH2:34]2)[CH:28]=1. Reactant: [CH3:1][NH:2][CH2:3][CH2:4][N:5]1[C:11]2[CH:12]=[CH:13][CH:14]=[CH:15][C:10]=2[CH2:9][O:8][C:7]2[CH:16]=[CH:17][CH:18]=[CH:19][C:6]1=2.S(O[CH2:25][CH2:26][C:27]1[CH:32]=[CH:31][CH:30]=[C:29]([N:33]2[CH2:37][CH2:36][CH2:35][CH2:34]2)[CH:28]=1)(=O)(=O)C.C(=O)([O-])[O-].[Na+].[Na+].[I-].[Na+]. (6) Reactant: [CH3:1][C:2]1[CH:3]=[C:4]([CH2:9][C:10]([OH:12])=O)[CH:5]=[C:6]([CH3:8])[CH:7]=1.C1C=CC2N(O)N=NC=2C=1.CCN=C=NCCCN(C)C.Cl.Cl.[CH2:36]([O:38][C:39]([C:41]1([CH3:45])[CH2:44][CH2:43][NH:42]1)=[O:40])[CH3:37]. Product: [CH2:36]([O:38][C:39]([C:41]1([CH3:45])[CH2:44][CH2:43][N:42]1[C:10](=[O:12])[CH2:9][C:4]1[CH:5]=[C:6]([CH3:8])[CH:7]=[C:2]([CH3:1])[CH:3]=1)=[O:40])[CH3:37]. The catalyst class is: 76. (7) Reactant: [O:1]1[C:6]2[CH:7]=[CH:8][CH:9]=[CH:10][C:5]=2[NH:4][CH2:3][CH2:2]1.C(N(CC)CC)C.[Cl:18][C:19]1[CH:20]=[C:21]([CH:25]=[CH:26][C:27]=1[O:28][CH3:29])[C:22](Cl)=[O:23]. Product: [Cl:18][C:19]1[CH:20]=[C:21]([C:22]([N:4]2[C:5]3[CH:10]=[CH:9][CH:8]=[CH:7][C:6]=3[O:1][CH2:2][CH2:3]2)=[O:23])[CH:25]=[CH:26][C:27]=1[O:28][CH3:29]. The catalyst class is: 22.